Dataset: Full USPTO retrosynthesis dataset with 1.9M reactions from patents (1976-2016). Task: Predict the reactants needed to synthesize the given product. Given the product [CH:14]1[C:15]2[C:10](=[CH:9][CH:8]=[CH:7][C:6]=2[C:4](=[O:5])[CH3:17])[CH:11]=[CH:12][N:13]=1, predict the reactants needed to synthesize it. The reactants are: CON(C)[C:4]([C:6]1[CH:7]=[CH:8][CH:9]=[C:10]2[C:15]=1[CH:14]=[N:13][CH:12]=[CH:11]2)=[O:5].[CH3:17][Mg]Br.